Predict the product of the given reaction. From a dataset of Forward reaction prediction with 1.9M reactions from USPTO patents (1976-2016). (1) Given the reactants CO[C:3](=[O:21])[C:4]1[CH:9]=[CH:8][C:7]([O:10][CH2:11][C:12]2[C:13]([CH2:17][CH2:18][CH2:19][CH3:20])=[N:14][O:15][CH:16]=2)=[N:6][CH:5]=1.[F:22][C:23]([F:27])([F:26])[CH2:24][NH2:25], predict the reaction product. The product is: [CH2:17]([C:13]1[C:12]([CH2:11][O:10][C:7]2[CH:8]=[CH:9][C:4]([C:3]([NH:25][CH2:24][C:23]([F:27])([F:26])[F:22])=[O:21])=[CH:5][N:6]=2)=[CH:16][O:15][N:14]=1)[CH2:18][CH2:19][CH3:20]. (2) Given the reactants [NH2:1][C:2]1[N:3]=[N:4][CH:5]=[CH:6][N:7]=1.Br[CH2:9][C:10](=O)[CH2:11][CH2:12][OH:13], predict the reaction product. The product is: [N:4]1[N:3]2[CH:9]=[C:10]([CH2:11][CH2:12][OH:13])[N:1]=[C:2]2[N:7]=[CH:6][CH:5]=1.